Dataset: CYP1A2 inhibition data for predicting drug metabolism from PubChem BioAssay. Task: Regression/Classification. Given a drug SMILES string, predict its absorption, distribution, metabolism, or excretion properties. Task type varies by dataset: regression for continuous measurements (e.g., permeability, clearance, half-life) or binary classification for categorical outcomes (e.g., BBB penetration, CYP inhibition). Dataset: cyp1a2_veith. (1) The drug is Cc1ccc2c(c1)N(CC(=O)NC1CCC(C)CC1)C(=O)CO2. The result is 0 (non-inhibitor). (2) The molecule is C=CCn1c(SCc2nc3ccccc3[nH]2)nnc1-c1cccc(OC)c1. The result is 1 (inhibitor).